This data is from Forward reaction prediction with 1.9M reactions from USPTO patents (1976-2016). The task is: Predict the product of the given reaction. (1) Given the reactants [CH3:1][C:2]([CH3:21])([O:4][C:5]([NH:7][CH:8]([C:13]1[CH:18]=[C:17]([F:19])[CH:16]=[C:15]([F:20])[CH:14]=1)[C:9]([O:11]C)=[O:10])=[O:6])[CH3:3].[Li+].[OH-], predict the reaction product. The product is: [CH3:3][C:2]([CH3:21])([O:4][C:5]([NH:7][CH:8]([C:13]1[CH:14]=[C:15]([F:20])[CH:16]=[C:17]([F:19])[CH:18]=1)[C:9]([OH:11])=[O:10])=[O:6])[CH3:1]. (2) Given the reactants [Cl:1][C:2]1[C:10]2[C:5](=[CH:6][CH:7]=[C:8]([N+:11]([O-])=O)[CH:9]=2)[NH:4][N:3]=1.O.O.[Sn](Cl)Cl.C(=O)(O)[O-].[Na+], predict the reaction product. The product is: [NH2:11][C:8]1[CH:9]=[C:10]2[C:5](=[CH:6][CH:7]=1)[NH:4][N:3]=[C:2]2[Cl:1]. (3) Given the reactants [OH:1][CH2:2][CH:3]1[CH2:5][CH2:4]1.Cl[CH2:7][C:8]1[N:13]=[C:12]([NH2:14])[CH:11]=[CH:10][N:9]=1.O, predict the reaction product. The product is: [CH:3]1([CH2:2][O:1][CH2:7][C:8]2[N:13]=[C:12]([NH2:14])[CH:11]=[CH:10][N:9]=2)[CH2:5][CH2:4]1. (4) Given the reactants [ClH:1].O1CCOCC1.[CH:8]1[C:20]2[CH:19]([CH2:21][O:22][C:23]([N:25]3[C@H:32]4[C@H:28]([N:29](C(OC(C)(C)C)=O)[CH2:30][C@@H:31]4[OH:33])[CH2:27][CH2:26]3)=[O:24])[C:18]3[C:13](=[CH:14][CH:15]=[CH:16][CH:17]=3)[C:12]=2[CH:11]=[CH:10][CH:9]=1, predict the reaction product. The product is: [ClH:1].[CH:17]1[C:18]2[CH:19]([CH2:21][O:22][C:23]([N:25]3[CH2:26][CH2:27][C@H:28]4[NH:29][CH2:30][C@H:31]([OH:33])[C@@H:32]34)=[O:24])[C:20]3[C:12](=[CH:11][CH:10]=[CH:9][CH:8]=3)[C:13]=2[CH:14]=[CH:15][CH:16]=1. (5) Given the reactants [H-].[Na+].[N:3]1[CH:8]=[C:7]([NH:9][C:10]2[CH:11]=[C:12]([CH:15]=[CH:16][CH:17]=2)[C:13]#[N:14])[CH:6]=[N:5][CH:4]=1.[CH3:18]I, predict the reaction product. The product is: [CH3:18][N:9]([C:7]1[CH:8]=[N:3][CH:4]=[N:5][CH:6]=1)[C:10]1[CH:11]=[C:12]([CH:15]=[CH:16][CH:17]=1)[C:13]#[N:14]. (6) Given the reactants Cl.[CH:2]1([CH2:5][O:6][C:7]2[CH:12]=[C:11]([O:13][CH3:14])[C:10]([F:15])=[CH:9][C:8]=2[C:16]2[C:17]3[NH:24][C:23]([CH3:25])=[C:22]([C:26]([NH:28][CH:29]4[CH2:34][CH2:33][NH:32][CH2:31][CH2:30]4)=[O:27])[C:18]=3[N:19]=[CH:20][N:21]=2)[CH2:4][CH2:3]1.C([O:38][CH2:39][C:40](Cl)=[O:41])(=O)C, predict the reaction product. The product is: [CH:2]1([CH2:5][O:6][C:7]2[CH:12]=[C:11]([O:13][CH3:14])[C:10]([F:15])=[CH:9][C:8]=2[C:16]2[C:17]3[NH:24][C:23]([CH3:25])=[C:22]([C:26]([NH:28][CH:29]4[CH2:30][CH2:31][N:32]([C:39](=[O:38])[CH2:40][OH:41])[CH2:33][CH2:34]4)=[O:27])[C:18]=3[N:19]=[CH:20][N:21]=2)[CH2:4][CH2:3]1. (7) Given the reactants OC(C(F)(F)F)=O.OC(C(F)(F)F)=O.[CH2:15]([N:18]1[CH2:23][CH2:22][NH:21][CH2:20][CH2:19]1)[C:16]#[CH:17].C(=O)([O-])[O-].[K+].[K+].Br[CH2:31][CH2:32][CH2:33][O:34][C:35]1[CH:44]=[C:43]2[C:38]([C:39]([O:45][C:46]3[C:47]([F:56])=[C:48]4[C:52](=[CH:53][CH:54]=3)[NH:51][C:50]([CH3:55])=[CH:49]4)=[N:40][CH:41]=[N:42]2)=[CH:37][C:36]=1[O:57][CH3:58], predict the reaction product. The product is: [F:56][C:47]1[C:46]([O:45][C:39]2[C:38]3[C:43](=[CH:44][C:35]([O:34][CH2:33][CH2:32][CH2:31][N:21]4[CH2:22][CH2:23][N:18]([CH2:15][C:16]#[CH:17])[CH2:19][CH2:20]4)=[C:36]([O:57][CH3:58])[CH:37]=3)[N:42]=[CH:41][N:40]=2)=[CH:54][CH:53]=[C:52]2[C:48]=1[CH:49]=[C:50]([CH3:55])[NH:51]2. (8) Given the reactants C([O:3][C:4](=O)[C:5]([C:7]1[C:15]2[C:10](=[CH:11][CH:12]=[CH:13][C:14]=2[Cl:16])[NH:9][CH:8]=1)=O)C.[H-].[H-].[H-].[H-].[Li+].[Al+3].O, predict the reaction product. The product is: [Cl:16][C:14]1[CH:13]=[CH:12][CH:11]=[C:10]2[C:15]=1[C:7]([CH2:5][CH2:4][OH:3])=[CH:8][NH:9]2. (9) Given the reactants [NH2:1][C:2]1[C:3]([C:7]2[N:8]([CH2:22][CH3:23])[C:9]3[C:14]([Br:15])=[CH:13][N:12]=[C:11]([CH2:16][O:17]C(=O)C)[C:10]=3[N:21]=2)=[N:4][O:5][N:6]=1.[OH-].[Na+], predict the reaction product. The product is: [NH2:1][C:2]1[C:3]([C:7]2[N:8]([CH2:22][CH3:23])[C:9]3[C:14]([Br:15])=[CH:13][N:12]=[C:11]([CH2:16][OH:17])[C:10]=3[N:21]=2)=[N:4][O:5][N:6]=1.